From a dataset of Forward reaction prediction with 1.9M reactions from USPTO patents (1976-2016). Predict the product of the given reaction. (1) Given the reactants [F:1][C:2]1[CH:10]=[CH:9][CH:8]=[C:7]2[C:3]=1[CH:4]=[CH:5][N:6]2[C@@H:11]1[O:28][C@H:27]([CH2:29][O:30][C:31](=[O:33])[CH3:32])[C@@H:22]([O:23][C:24](=[O:26])[CH3:25])[C@H:17]([O:18][C:19](=[O:21])[CH3:20])[C@H:12]1[O:13][C:14](=[O:16])[CH3:15].[CH2:34]([O:36][C:37]1[CH:45]=[CH:44][C:40]([C:41](Cl)=[O:42])=[CH:39][CH:38]=1)[CH3:35], predict the reaction product. The product is: [F:1][C:2]1[CH:10]=[CH:9][CH:8]=[C:7]2[C:3]=1[C:4]([C:41]([C:40]1[CH:44]=[CH:45][C:37]([O:36][CH2:34][CH3:35])=[CH:38][CH:39]=1)=[O:42])=[CH:5][N:6]2[C@@H:11]1[O:28][C@H:27]([CH2:29][O:30][C:31](=[O:33])[CH3:32])[C@@H:22]([O:23][C:24](=[O:26])[CH3:25])[C@H:17]([O:18][C:19](=[O:21])[CH3:20])[C@H:12]1[O:13][C:14](=[O:16])[CH3:15]. (2) Given the reactants [CH3:1][C:2]1[CH:7]=[CH:6][C:5]([OH:8])=[CH:4][C:3]=1[N+:9]([O-:11])=[O:10].I[CH2:13][CH3:14].C(=O)([O-])[O-].[K+].[K+].CN(C=O)C, predict the reaction product. The product is: [CH2:13]([O:8][C:5]1[CH:6]=[CH:7][C:2]([CH3:1])=[C:3]([N+:9]([O-:11])=[O:10])[CH:4]=1)[CH3:14]. (3) Given the reactants [F:1][C:2]1[CH:3]=[C:4]([CH:7]=[CH:8][C:9]=1[CH3:10])[CH:5]=O.Cl.[O:12]([NH2:14])[CH3:13], predict the reaction product. The product is: [CH3:13][O:12][N:14]=[CH:5][C:4]1[CH:7]=[CH:8][C:9]([CH3:10])=[C:2]([F:1])[CH:3]=1. (4) Given the reactants [NH2:1][C:2]1[C:7]([C:8]([O:10][CH3:11])=[O:9])=[C:6]([OH:12])[C:5]([Br:13])=[CH:4][CH:3]=1.Br[CH2:15][C:16]([NH2:18])=[O:17].C(=O)([O-])[O-].[K+].[K+], predict the reaction product. The product is: [NH2:1][C:2]1[C:7]([C:8]([O:10][CH3:11])=[O:9])=[C:6]([O:12][CH2:15][C:16](=[O:17])[NH2:18])[C:5]([Br:13])=[CH:4][CH:3]=1. (5) Given the reactants C1C=CC(P(C2C=CC=CC=2)C2C=CC=CC=2)=CC=1.CC(OC(/N=N/C(OC(C)C)=O)=O)C.[I:34][C:35]1[C:39]([C:40]([O:42][CH2:43][CH3:44])=[O:41])=[C:38]([C:45]([O:47][CH2:48][CH3:49])=[O:46])[NH:37][N:36]=1.[F:50][C:51]([F:64])([F:63])[CH:52]([NH:55][C:56](=[O:62])[O:57][C:58]([CH3:61])([CH3:60])[CH3:59])[CH2:53]O, predict the reaction product. The product is: [C:58]([O:57][C:56]([NH:55][CH:52]([C:51]([F:50])([F:63])[F:64])[CH2:53][N:37]1[C:38]([C:45]([O:47][CH2:48][CH3:49])=[O:46])=[C:39]([C:40]([O:42][CH2:43][CH3:44])=[O:41])[C:35]([I:34])=[N:36]1)=[O:62])([CH3:59])([CH3:60])[CH3:61].